From a dataset of Full USPTO retrosynthesis dataset with 1.9M reactions from patents (1976-2016). Predict the reactants needed to synthesize the given product. Given the product [CH:1]1([CH:7]2[C:17]3[CH:16]=[C:15]4[C:11]([CH2:12][CH2:13][NH:14]4)=[CH:10][C:9]=3[CH2:8]2)[CH2:2][CH2:3][CH2:4][CH2:5][CH2:6]1, predict the reactants needed to synthesize it. The reactants are: [CH:1]1([C:7]2(C#N)[C:17]3[CH:16]=[C:15]4[C:11]([CH2:12][CH2:13][NH:14]4)=[CH:10][C:9]=3[CH2:8]2)[CH2:6][CH2:5][CH2:4][CH2:3][CH2:2]1.N.[Na].[Cl-].[NH4+].